From a dataset of Reaction yield outcomes from USPTO patents with 853,638 reactions. Predict the reaction yield, written as a fraction of the theoretical maximum amount of product (1.0 means a 100% yield; for example, 0.34 means a 34% yield). (1) The reactants are Cl[C:2]1[CH:7]=[CH:6][C:5]([C:8]([NH:10][C:11]2[S:12][C:13]([N:21]3[CH2:26][CH2:25][O:24][CH2:23][CH2:22]3)=[C:14]([C:16]3[O:17][CH:18]=[CH:19][CH:20]=3)[N:15]=2)=[O:9])=[CH:4][N:3]=1.[CH2:27]([CH2:29][NH2:30])[OH:28]. The catalyst is O1CCOCC1. The product is [O:17]1[CH:18]=[CH:19][CH:20]=[C:16]1[C:14]1[N:15]=[C:11]([NH:10][C:8]([C:5]2[CH:6]=[CH:7][C:2]([NH:30][CH2:29][CH2:27][OH:28])=[N:3][CH:4]=2)=[O:9])[S:12][C:13]=1[N:21]1[CH2:26][CH2:25][O:24][CH2:23][CH2:22]1. The yield is 0.590. (2) The reactants are [Cl:1][C:2]1[C:3]([C:8]2[CH:9]=[C:10]3[C:14](=[CH:15][CH:16]=2)[NH:13][N:12]=[C:11]3[NH2:17])=[N:4][CH:5]=[CH:6][CH:7]=1.[C:18]1(=O)[O:23][C:21](=[O:22])[C:20]2=[CH:24][CH:25]=[CH:26][CH:27]=[C:19]12. The catalyst is O1CCOCC1. The product is [Cl:1][C:2]1[C:3]([C:8]2[CH:9]=[C:10]3[C:14](=[CH:15][CH:16]=2)[NH:13][N:12]=[C:11]3[N:17]2[C:21](=[O:22])[C:20]3[C:19](=[CH:27][CH:26]=[CH:25][CH:24]=3)[C:18]2=[O:23])=[N:4][CH:5]=[CH:6][CH:7]=1. The yield is 0.910. (3) The reactants are [F:1][C:2]1[CH:3]=[CH:4][C:5]([C:9]2[NH:10][CH:11]=[CH:12][N:13]=2)=[C:6]([OH:8])[CH:7]=1.CN(C)C=O.C(=O)([O-])[O-].[Cs+].[Cs+].Br[CH2:26][CH2:27]Br. The catalyst is O. The product is [F:1][C:2]1[CH:3]=[CH:4][C:5]2[C:9]3[N:13]([CH:12]=[CH:11][N:10]=3)[CH2:26][CH2:27][O:8][C:6]=2[CH:7]=1. The yield is 0.670. (4) The reactants are C([O:3][C:4](=O)[C@H:5]([O:7][C:8]1[CH:31]=[CH:30][C:11]2[C:12]3[N:16]([CH2:17][CH2:18][O:19][C:10]=2[CH:9]=1)[CH:15]=[C:14]([C:20]1[N:21]([CH2:25][C:26]([F:29])([F:28])[F:27])[N:22]=[CH:23][N:24]=1)[N:13]=3)[CH3:6])C.O.[OH-].[Li+].Cl.C[N:38](C(ON1N=NC2C=CC=NC1=2)=[N+](C)C)C.F[P-](F)(F)(F)(F)F.[Cl-].[NH4+].C(N(CC)CC)C. The catalyst is CO.O. The product is [F:27][C:26]([F:29])([F:28])[CH2:25][N:21]1[C:20]([C:14]2[N:13]=[C:12]3[C:11]4[CH:30]=[CH:31][C:8]([O:7][C@H:5]([CH3:6])[C:4]([NH2:38])=[O:3])=[CH:9][C:10]=4[O:19][CH2:18][CH2:17][N:16]3[CH:15]=2)=[N:24][CH:23]=[N:22]1. The yield is 0.400. (5) The reactants are Br[C:2]1[CH:3]=[N:4][CH:5]=[CH:6][C:7]=1[O:8][C:9]1[C:14]([F:15])=[CH:13][C:12]([NH:16][C:17]([C:19]2[C:20](=[O:32])[N:21]([C:25]3[CH:30]=[CH:29][C:28]([F:31])=[CH:27][CH:26]=3)[CH:22]=[CH:23][CH:24]=2)=[O:18])=[C:11]([F:33])[CH:10]=1.CC1(C)C(C)(C)OB([C:42]2[CH:43]=[N:44][N:45]([CH2:47][C:48]#[N:49])[CH:46]=2)O1.C(=O)([O-])[O-].[K+].[K+].C([O-])(O)=O.[Na+]. The catalyst is O1CCOCC1.O.C1C=CC([P]([Pd]([P](C2C=CC=CC=2)(C2C=CC=CC=2)C2C=CC=CC=2)([P](C2C=CC=CC=2)(C2C=CC=CC=2)C2C=CC=CC=2)[P](C2C=CC=CC=2)(C2C=CC=CC=2)C2C=CC=CC=2)(C2C=CC=CC=2)C2C=CC=CC=2)=CC=1. The product is [C:48]([CH2:47][N:45]1[CH:46]=[C:42]([C:2]2[CH:3]=[N:4][CH:5]=[CH:6][C:7]=2[O:8][C:9]2[C:14]([F:15])=[CH:13][C:12]([NH:16][C:17]([C:19]3[C:20](=[O:32])[N:21]([C:25]4[CH:30]=[CH:29][C:28]([F:31])=[CH:27][CH:26]=4)[CH:22]=[CH:23][CH:24]=3)=[O:18])=[C:11]([F:33])[CH:10]=2)[CH:43]=[N:44]1)#[N:49]. The yield is 0.240.